This data is from Full USPTO retrosynthesis dataset with 1.9M reactions from patents (1976-2016). The task is: Predict the reactants needed to synthesize the given product. (1) The reactants are: Cl[C:2]1[N:7]=[C:6]([NH:8][CH2:9][C:10]2[CH:15]=[CH:14][C:13]([O:16][CH3:17])=[C:12]([Cl:18])[CH:11]=2)[C:5]([C:19]([C:21]2[CH:26]=[CH:25][CH:24]=[CH:23][N:22]=2)=[O:20])=[CH:4][N:3]=1.[N:27]1[CH:32]=[CH:31][CH:30]=[CH:29][C:28]=1[CH2:33][OH:34].O1CCCC1. Given the product [N:27]1[CH:32]=[CH:31][CH:30]=[CH:29][C:28]=1[CH2:33][O:34][C:2]1[N:7]=[C:6]([NH:8][CH2:9][C:10]2[CH:15]=[CH:14][C:13]([O:16][CH3:17])=[C:12]([Cl:18])[CH:11]=2)[C:5]([C:19]([C:21]2[CH:26]=[CH:25][CH:24]=[CH:23][N:22]=2)=[O:20])=[CH:4][N:3]=1, predict the reactants needed to synthesize it. (2) The reactants are: [C:1]1([CH3:11])[C:2]([S:7](Cl)(=[O:9])=[O:8])=[CH:3][CH:4]=[CH:5][CH:6]=1.[F-:12].[K+].O. Given the product [CH3:11][C:1]1[CH:6]=[CH:5][CH:4]=[CH:3][C:2]=1[S:7]([F:12])(=[O:9])=[O:8], predict the reactants needed to synthesize it. (3) Given the product [CH3:9][O:8][C:5]1[CH:6]=[CH:7][C:2](/[CH:17]=[CH:16]/[C:15]([O:19][CH2:20][CH3:21])=[O:18])=[C:3]([C:11]([F:14])([F:13])[F:12])[C:4]=1[CH3:10], predict the reactants needed to synthesize it. The reactants are: Br[C:2]1[CH:7]=[CH:6][C:5]([O:8][CH3:9])=[C:4]([CH3:10])[C:3]=1[C:11]([F:14])([F:13])[F:12].[C:15]([O:19][CH2:20][CH3:21])(=[O:18])[CH:16]=[CH2:17].C(N(CC)CC)C. (4) Given the product [Cl:1][C:2]1[C:7]([N:8]2[C:12]([S:13]([C:16]3[CH:21]=[CH:20][CH:19]=[CH:18][CH:17]=3)(=[O:15])=[O:14])=[CH:11][C:10]([CH:22]=[O:23])=[N:9]2)=[CH:6][CH:5]=[CH:4][N:3]=1, predict the reactants needed to synthesize it. The reactants are: [Cl:1][C:2]1[C:7]([N:8]2[C:12]([S:13]([C:16]3[CH:21]=[CH:20][CH:19]=[CH:18][CH:17]=3)(=[O:15])=[O:14])=[CH:11][C:10]([CH2:22][OH:23])=[N:9]2)=[CH:6][CH:5]=[CH:4][N:3]=1. (5) Given the product [CH3:14][C:13]1[C:4]2[CH2:3][CH2:2][N:18]([C:19]([O:20][C:21]([CH3:24])([CH3:23])[CH3:22])=[O:25])[CH2:17][CH2:16][C:5]=2[CH:6]=[C:7]2[C:12]=1[NH:11][C:10](=[O:15])[CH2:9][CH2:8]2, predict the reactants needed to synthesize it. The reactants are: O[CH2:2][CH2:3][C:4]1[C:13]([CH3:14])=[C:12]2[C:7]([CH2:8][CH2:9][C:10](=[O:15])[NH:11]2)=[CH:6][C:5]=1[CH2:16][CH2:17][NH:18][C:19](=[O:25])[O:20][C:21]([CH3:24])([CH3:23])[CH3:22].CS(Cl)(=O)=O.CC(C)([O-])C.[K+].[Cl-].[NH4+].